This data is from Catalyst prediction with 721,799 reactions and 888 catalyst types from USPTO. The task is: Predict which catalyst facilitates the given reaction. (1) Reactant: C1C=C[NH+]=CC=1.[O-][Cr](Cl)(=O)=O.[CH2:12]([O:19][CH2:20][CH2:21][CH2:22][CH2:23][CH2:24][CH2:25][OH:26])[C:13]1[CH:18]=[CH:17][CH:16]=[CH:15][CH:14]=1. Product: [CH2:12]([O:19][CH2:20][CH2:21][CH2:22][CH2:23][CH2:24][CH:25]=[O:26])[C:13]1[CH:18]=[CH:17][CH:16]=[CH:15][CH:14]=1. The catalyst class is: 2. (2) Reactant: Cl[C:2]1[C:3]([N:8]2[CH2:11][CH:10]([C:12]3[CH:21]=[CH:20][C:19]4[C:14](=[CH:15][CH:16]=[CH:17][CH:18]=4)[N:13]=3)[CH2:9]2)=[N:4][CH:5]=[CH:6][N:7]=1.[NH:22]1[CH2:27][CH2:26][CH2:25][CH2:24][CH2:23]1.C(N(CC)CC)C. Product: [N:22]1([C:2]2[C:3]([N:8]3[CH2:11][CH:10]([C:12]4[CH:21]=[CH:20][C:19]5[C:14](=[CH:15][CH:16]=[CH:17][CH:18]=5)[N:13]=4)[CH2:9]3)=[N:4][CH:5]=[CH:6][N:7]=2)[CH2:27][CH2:26][CH2:25][CH2:24][CH2:23]1. The catalyst class is: 16. (3) Reactant: [NH2:1][C:2]1[C:10]2[C:5](=[CH:6][CH:7]=[CH:8][C:9]=2[O:11][CH3:12])[N:4]([CH2:13][C:14]2[CH:15]=[C:16]([CH:20]=[CH:21][CH:22]=2)[C:17]([NH2:19])=[O:18])[N:3]=1.[CH3:23][C:24]1[S:28][C:27]([S:29](Cl)(=[O:31])=[O:30])=[CH:26][CH:25]=1.CS(C)=O. Product: [CH3:12][O:11][C:9]1[CH:8]=[CH:7][CH:6]=[C:5]2[C:10]=1[C:2]([NH:1][S:29]([C:27]1[S:28][C:24]([CH3:23])=[CH:25][CH:26]=1)(=[O:31])=[O:30])=[N:3][N:4]2[CH2:13][C:14]1[CH:15]=[C:16]([CH:20]=[CH:21][CH:22]=1)[C:17]([NH2:19])=[O:18]. The catalyst class is: 17. (4) Reactant: [CH3:1][N:2]1[C:7]2=[CH:8][N:9]([CH2:17][CH2:18][C:19](N(OC)C)=[O:20])[C:10]([C:11]3[CH:16]=[CH:15][CH:14]=[CH:13][CH:12]=3)=[C:6]2[C:5](=[O:25])[N:4]([CH3:26])[C:3]1=[O:27].Br[C:29]1[S:30][CH:31]=[C:32]([Cl:34])[N:33]=1. Product: [Cl:34][C:32]1[N:33]=[C:29]([C:19](=[O:20])[CH2:18][CH2:17][N:9]2[C:10]([C:11]3[CH:12]=[CH:13][CH:14]=[CH:15][CH:16]=3)=[C:6]3[C:7]([N:2]([CH3:1])[C:3](=[O:27])[N:4]([CH3:26])[C:5]3=[O:25])=[CH:8]2)[S:30][CH:31]=1. The catalyst class is: 1. (5) Reactant: [C:1]([O:5][C:6]([N:8]1[CH2:12][CH2:11][CH:10]([OH:13])[CH2:9]1)=[O:7])([CH3:4])([CH3:3])[CH3:2].CC(OI1(OC(C)=O)(OC(C)=O)OC(=O)C2C=CC=CC1=2)=O. Product: [C:1]([O:5][C:6]([N:8]1[CH2:12][CH2:11][C:10](=[O:13])[CH2:9]1)=[O:7])([CH3:4])([CH3:2])[CH3:3]. The catalyst class is: 4. (6) Reactant: CS(O[CH:6]1[CH2:11][CH2:10][CH2:9][N:8]([C:12]([O:14][C:15]([CH3:18])([CH3:17])[CH3:16])=[O:13])[CH2:7]1)(=O)=O.[N-:19]=[N+:20]=[N-:21].[Na+]. Product: [N:19]([CH:6]1[CH2:11][CH2:10][CH2:9][N:8]([C:12]([O:14][C:15]([CH3:18])([CH3:17])[CH3:16])=[O:13])[CH2:7]1)=[N+:20]=[N-:21]. The catalyst class is: 3.